This data is from Blood-brain barrier permeability classification from the B3DB database. The task is: Regression/Classification. Given a drug SMILES string, predict its absorption, distribution, metabolism, or excretion properties. Task type varies by dataset: regression for continuous measurements (e.g., permeability, clearance, half-life) or binary classification for categorical outcomes (e.g., BBB penetration, CYP inhibition). Dataset: b3db_classification. (1) The drug is CC(C)(C)[C@@]1(O)CCN2C[C@@H]3c4ccccc4CCc4cccc(c43)[C@H]2C1. The result is 1 (penetrates BBB). (2) The compound is C[N+](C)(C)CC(O)CC(=O)O. The result is 0 (does not penetrate BBB). (3) The molecule is NS(=O)(=O)c1ccc(C(=O)O)cc1. The result is 1 (penetrates BBB). (4) The drug is Cl/C=C\Cl. The result is 1 (penetrates BBB). (5) The compound is CC1(C)O[C@@H]2C[C@H]3[C@@H]4C[C@H](F)C5=CC(=O)C=C[C@]5(C)[C@@]4(Cl)[C@@H](Cl)C[C@]3(C)[C@]2(C(=O)CCl)O1. The result is 1 (penetrates BBB). (6) The compound is COc1ccc([C@H]2[C@H](S(=O)(=O)c3ccc(Cl)cc3)[C@]2(C#N)CO)cc1. The result is 0 (does not penetrate BBB).